Dataset: Reaction yield outcomes from USPTO patents with 853,638 reactions. Task: Predict the reaction yield, written as a fraction of the theoretical maximum amount of product (1.0 means a 100% yield; for example, 0.34 means a 34% yield). (1) The reactants are [N:1]1([CH:7]2[CH2:12][CH2:11][CH:10]([O:13][C:14]3[C:25]4[C:24]5[C@@H:23]([CH2:26][CH2:27][OH:28])[CH2:22][CH2:21][C:20]=5[S:19][C:18]=4[N:17]=[CH:16][N:15]=3)[CH2:9][CH2:8]2)[CH2:6][CH2:5][O:4][CH2:3][CH2:2]1.CC(OI1(OC(C)=O)(OC(C)=O)OC(=O)C2C=CC=CC1=2)=O. The product is [N:1]1([CH:7]2[CH2:8][CH2:9][CH:10]([O:13][C:14]3[C:25]4[C:24]5[C@@H:23]([CH2:26][CH:27]=[O:28])[CH2:22][CH2:21][C:20]=5[S:19][C:18]=4[N:17]=[CH:16][N:15]=3)[CH2:11][CH2:12]2)[CH2:2][CH2:3][O:4][CH2:5][CH2:6]1. The yield is 0.690. The catalyst is ClCCl.C(=O)(O)[O-].[Na+]. (2) The reactants are [CH3:1][C:2]1[CH:3]=[CH:4][N:5]2[C:10]=1[C:9](=[O:11])[N:8]([C:12]1[CH:17]=[CH:16][CH:15]=[CH:14][CH:13]=1)[C:7]([C@@H:18]([NH:20][C:21]1[C:22]3[C:29]([C:30]4[CH:31]=[N:32][N:33]([CH3:35])[CH:34]=4)=[CH:28][N:27](COCC[Si](C)(C)C)[C:23]=3[N:24]=[CH:25][N:26]=1)[CH3:19])=[N:6]2.FC(F)(F)C(O)=O.N. No catalyst specified. The product is [CH3:1][C:2]1[CH:3]=[CH:4][N:5]2[C:10]=1[C:9](=[O:11])[N:8]([C:12]1[CH:13]=[CH:14][CH:15]=[CH:16][CH:17]=1)[C:7]([C@@H:18]([NH:20][C:21]1[C:22]3[C:29]([C:30]4[CH:31]=[N:32][N:33]([CH3:35])[CH:34]=4)=[CH:28][NH:27][C:23]=3[N:24]=[CH:25][N:26]=1)[CH3:19])=[N:6]2. The yield is 0.850. (3) The reactants are [CH2:1]1[C:28]2=C(O)[C:24](=[CH:25][CH:26]=[CH:27]2)[CH2:23][C:20]2=[C:21]([OH:22])[C:16](=[CH:17][CH:18]=[CH:19]2)[CH2:15][C:11]2=[CH:12][CH:13]=[CH:14][C:9](=[C:10]2[OH:31])[CH2:8][C:4]2=[CH:5][CH:6]=[CH:7][C:2]1=[C:3]2O.[C:33](=[O:36])([O-])[O-].[K+].[K+].S(C1C=CC(C)=CC=1)([O:42][CH3:43])(=O)=O.[CH3:51]C#N. No catalyst specified. The product is [CH3:43][O:42][C:3]1[C:4]2=[CH:5][CH:6]=[CH:7][C:2]=1[CH2:1][C:28]1[CH:27]=[CH:26][CH:25]=[C:24]([CH2:23][C:20]3[CH:19]=[CH:18][CH:17]=[C:16]([CH2:15][C:11]4[C:10]([OH:31])=[C:9]([CH2:8]2)[CH:14]=[CH:13][CH:12]=4)[C:21]=3[O:22][CH3:51])[C:33]=1[OH:36]. The yield is 0.980. (4) The reactants are [C:1](=[O:6])([O:4][CH3:5])OC.[N+:7]([CH2:10][CH2:11][CH2:12][CH2:13][CH2:14][CH2:15][N+:16]([O-])=O)([O-])=O. No catalyst specified. The product is [CH3:5][O:4][C:1]([NH:7][CH2:10][CH2:11][CH2:12][CH2:13][CH2:14][CH2:15][NH:16][C:1]([O:4][CH3:5])=[O:6])=[O:6]. The yield is 0.850. (5) The reactants are [C:1](=[O:27])([O:25][CH3:26])[O:2][C:3]1[CH:8]=[C:7]([N+:9]([O-])=O)[C:6]([N:12]2[CH2:17][CH2:16][N:15]([CH2:18][CH3:19])[CH2:14][CH2:13]2)=[CH:5][C:4]=1[CH:20]1[CH2:24][CH2:23][CH2:22][CH2:21]1. The catalyst is C(O)C.[Pd]. The product is [C:1](=[O:27])([O:25][CH3:26])[O:2][C:3]1[CH:8]=[C:7]([NH2:9])[C:6]([N:12]2[CH2:17][CH2:16][N:15]([CH2:18][CH3:19])[CH2:14][CH2:13]2)=[CH:5][C:4]=1[CH:20]1[CH2:21][CH2:22][CH2:23][CH2:24]1. The yield is 0.800. (6) The reactants are [O:1]=[C:2]1[CH2:6][O:5][C:4]([NH:7][CH2:8][CH2:9][C:10]2[CH:15]=[CH:14][CH:13]=[CH:12][CH:11]=2)=[C:3]1[C:16]([O:18][CH2:19][CH3:20])=[O:17].[NH:21]1[C:29]2[C:24](=[CH:25][CH:26]=[CH:27][N:28]=2)[C:23]([CH:30]=O)=[CH:22]1.[ClH:32]. The catalyst is C(O)C. The product is [ClH:32].[NH:21]1[C:29]2=[N:28][CH:27]=[CH:26][CH:25]=[C:24]2[C:23]([CH:30]=[C:6]2[O:5][C:4]([NH:7][CH2:8][CH2:9][C:10]3[CH:11]=[CH:12][CH:13]=[CH:14][CH:15]=3)=[C:3]([C:16]([O:18][CH2:19][CH3:20])=[O:17])[C:2]2=[O:1])=[CH:22]1. The yield is 0.320.